Dataset: Forward reaction prediction with 1.9M reactions from USPTO patents (1976-2016). Task: Predict the product of the given reaction. (1) Given the reactants [CH2:1]1COCC1.[C:6]1([C:12]2[NH:13][C:14]3[C:19]([CH:20]=2)=[CH:18][CH:17]=[CH:16][CH:15]=3)[CH:11]=[CH:10][CH:9]=[CH:8][CH:7]=1.[H-].[Na+].CI, predict the reaction product. The product is: [CH3:1][N:13]1[C:14]2[C:19](=[CH:18][CH:17]=[CH:16][CH:15]=2)[CH:20]=[C:12]1[C:6]1[CH:11]=[CH:10][CH:9]=[CH:8][CH:7]=1. (2) Given the reactants [CH3:1][C:2]1[C:7]2[O:8][C:9]([CH:11]=[C:12]([CH3:13])[C:6]=2[CH:5]=[C:4]2[C:14]([CH2:18][O:19][CH2:20][CH2:21][NH2:22])=[C:15]([CH3:17])[O:16][C:3]=12)=[O:10].Cl.CCCCS(N[C@H](C(O)=O)CC1C=CC(OCCCCC2CCNCC2)=CC=1)(=O)=O.C[C@H]1C[C@H](C(O)=O)N(C([C@@H](NS(C2C=CC=C3CC(C)CNC=23)(=O)=O)CCCNC(N)=N)=O)CC1, predict the reaction product. The product is: [CH3:1][C:2]1[C:7]2[O:8][C:9]([CH:11]=[C:12]([CH3:13])[C:6]=2[CH:5]=[C:4]2[C:14]([CH2:18][O:19][CH2:20][CH2:21][NH2:22])=[C:15]([CH3:17])[O:16][C:3]=12)=[O:10]. (3) Given the reactants [Br:1][CH:2]([CH3:15])[C:3]([C:5]1[CH:14]=[CH:13][C:12]2[C:7](=[CH:8][CH:9]=[CH:10][CH:11]=2)[CH:6]=1)=O.[NH:16]1[CH2:20][CH2:19][NH:18][C:17]1=[S:21].CCO, predict the reaction product. The product is: [BrH:1].[CH3:15][C:2]1[S:21][C:17]2=[N:16][CH2:20][CH2:19][N:18]2[C:3]=1[C:5]1[CH:14]=[CH:13][C:12]2[C:7](=[CH:8][CH:9]=[CH:10][CH:11]=2)[CH:6]=1. (4) Given the reactants [F:1][C:2]1[CH:21]=[C:20]([F:22])[C:19]([F:23])=[CH:18][C:3]=1[CH2:4][CH:5]1[CH2:7][N@:6]1[C:8]([O:10][CH2:11][C:12]1[CH:17]=[CH:16][CH:15]=[CH:14][CH:13]=1)=[O:9].O.[C-:25]#[N:26].[K+].ClCCl, predict the reaction product. The product is: [C:25]([CH2:7][C@H:5]([NH:6][C:8](=[O:9])[O:10][CH2:11][C:12]1[CH:13]=[CH:14][CH:15]=[CH:16][CH:17]=1)[CH2:4][C:3]1[CH:18]=[C:19]([F:23])[C:20]([F:22])=[CH:21][C:2]=1[F:1])#[N:26]. (5) Given the reactants [C:1]([O:5][C:6](=[O:35])[CH2:7][O:8][C:9]1[C:14]2[CH2:15][CH2:16][CH2:17][CH2:18][CH:19]([NH:20][S:21]([C:24]3[CH:29]=[C:28]([C:30]([F:33])([F:32])[F:31])[CH:27]=[C:26]([Br:34])[CH:25]=3)(=[O:23])=[O:22])[C:13]=2[CH:12]=[CH:11][CH:10]=1)([CH3:4])([CH3:3])[CH3:2].CI.[C:38]([O-])([O-])=O.[K+].[K+], predict the reaction product. The product is: [C:1]([O:5][C:6](=[O:35])[CH2:7][O:8][C:9]1[C:14]2[CH2:15][CH2:16][CH2:17][CH2:18][CH:19]([N:20]([S:21]([C:24]3[CH:29]=[C:28]([C:30]([F:31])([F:32])[F:33])[CH:27]=[C:26]([Br:34])[CH:25]=3)(=[O:23])=[O:22])[CH3:38])[C:13]=2[CH:12]=[CH:11][CH:10]=1)([CH3:4])([CH3:2])[CH3:3]. (6) The product is: [Br:14][C:15]1[C:16]([O:11][C:8]2[CH:9]=[C:10]3[C:5]([CH:4]=[CH:3][CH:2]=[N:1]3)=[CH:6][CH:7]=2)=[N:17][C:18]([Cl:21])=[N:19][CH:20]=1. Given the reactants [N:1]1[C:10]2[C:5](=[CH:6][CH:7]=[C:8]([OH:11])[CH:9]=2)[CH:4]=[CH:3][CH:2]=1.[H-].[Na+].[Br:14][C:15]1[C:16](Cl)=[N:17][C:18]([Cl:21])=[N:19][CH:20]=1, predict the reaction product. (7) Given the reactants Br[C:2]1[CH:7]=[CH:6][C:5](/[C:8](/[C:11]2[CH:12]=[CH:13][C:14]([NH:17][C:18](=[O:27])[C:19]3[C:24]([CH3:25])=[C:23]([F:26])[CH:22]=[N:21][CH:20]=3)=[N:15][CH:16]=2)=[CH:9]/[CH3:10])=[CH:4][CH:3]=1.[CH3:28][N:29]1[CH:33]=[C:32](B2OC(C)(C)C(C)(C)O2)[CH:31]=[N:30]1.[ClH:43], predict the reaction product. The product is: [ClH:43].[F:26][C:23]1[CH:22]=[N:21][CH:20]=[C:19]([C:24]=1[CH3:25])[C:18]([NH:17][C:14]1[CH:13]=[CH:12][C:11](/[C:8](/[C:5]2[CH:6]=[CH:7][C:2]([C:32]3[CH:31]=[N:30][N:29]([CH3:28])[CH:33]=3)=[CH:3][CH:4]=2)=[CH:9]\[CH3:10])=[CH:16][N:15]=1)=[O:27]. (8) Given the reactants [C:1]([C:3]1[CH:4]=[C:5]([CH:8]=[CH:9][C:10]=1[O:11][CH3:12])[C:6]#[N:7])#[CH:2].Cl[O:14][N:15]=[CH:16][C:17]1[CH:22]=[C:21]([C:23]#[N:24])[CH:20]=[CH:19][C:18]=1[O:25][CH3:26].C(Cl)(Cl)Cl, predict the reaction product. The product is: [C:23]([C:21]1[CH:20]=[CH:19][C:18]([O:25][CH3:26])=[C:17]([C:16]2[CH:2]=[C:1]([C:3]3[CH:4]=[C:5]([C:6]#[N:7])[CH:8]=[CH:9][C:10]=3[O:11][CH3:12])[O:14][N:15]=2)[CH:22]=1)#[N:24]. (9) The product is: [ClH:1].[ClH:1].[ClH:1].[CH3:35][C:30]1[CH:29]=[C:28]([CH:33]=[CH:32][C:31]=1[CH3:34])[CH2:27][C@H:10]1[NH:9][CH2:14][CH2:13][N:12]([CH2:15][C:16]#[C:17][CH2:18][N:19]2[CH2:24][CH2:23][O:22][CH2:21][C:20]2([CH3:26])[CH3:25])[CH2:11]1. Given the reactants [ClH:1].C(OC([N:9]1[CH2:14][CH2:13][N:12]([CH2:15][C:16]#[C:17][CH2:18][N:19]2[CH2:24][CH2:23][O:22][CH2:21][C:20]2([CH3:26])[CH3:25])[CH2:11][C@H:10]1[CH2:27][C:28]1[CH:33]=[CH:32][C:31]([CH3:34])=[C:30]([CH3:35])[CH:29]=1)=O)(C)(C)C, predict the reaction product.